Dataset: Reaction yield outcomes from USPTO patents with 853,638 reactions. Task: Predict the reaction yield, written as a fraction of the theoretical maximum amount of product (1.0 means a 100% yield; for example, 0.34 means a 34% yield). (1) The reactants are [NH2:1][C:2]1[CH:3]=[C:4]([CH:8]=[CH:9][C:10]=1[CH3:11])[C:5]([OH:7])=O.[NH:12]1[CH2:17][CH2:16][CH2:15][C@@H:14]2[C:18]3[CH:19]=[CH:20][CH:21]=[CH:22][C:23]=3[CH2:24][C@H:13]12.F[P-](F)(F)(F)(F)F.N1(OC(N(C)C)=[N+](C)C)C2N=CC=CC=2N=N1. No catalyst specified. The product is [NH2:1][C:2]1[CH:3]=[C:4]([C:5]([N:12]2[CH2:17][CH2:16][CH2:15][C@@H:14]3[C:18]4[CH:19]=[CH:20][CH:21]=[CH:22][C:23]=4[CH2:24][C@H:13]23)=[O:7])[CH:8]=[CH:9][C:10]=1[CH3:11]. The yield is 0.630. (2) The reactants are [NH:1]1[C:9]2[C:4](=[CH:5][CH:6]=[C:7]([OH:10])[CH:8]=2)[CH:3]=[N:2]1.C(=O)([O-])[O-].[K+].[K+].[CH2:17](I)[CH:18]=[CH2:19]. The catalyst is CC(C)=O.C(=O)([O-])[O-].[Cs+].[Cs+]. The product is [CH2:19]([O:10][C:7]1[CH:8]=[C:9]2[C:4]([CH:3]=[N:2][NH:1]2)=[CH:5][CH:6]=1)[CH:18]=[CH2:17]. The yield is 0.560. (3) The reactants are Br[C:2]1[CH:3]=[C:4]2[C:8](=[CH:9][CH:10]=1)[N:7]([CH:11]1[CH2:16][CH2:15][CH2:14][CH2:13][O:12]1)[N:6]=[CH:5]2.[NH2:17][C@H:18]1[CH2:23][CH2:22][CH2:21][N:20]([C:24]([O:26][C:27]([CH3:30])([CH3:29])[CH3:28])=[O:25])[CH2:19]1.C1C=CC(P(C2C(C3C(P(C4C=CC=CC=4)C4C=CC=CC=4)=CC=C4C=3C=CC=C4)=C3C(C=CC=C3)=CC=2)C2C=CC=CC=2)=CC=1.CC(C)([O-])C.[Na+]. The catalyst is C1C=CC(/C=C/C(/C=C/C2C=CC=CC=2)=O)=CC=1.C1C=CC(/C=C/C(/C=C/C2C=CC=CC=2)=O)=CC=1.C1C=CC(/C=C/C(/C=C/C2C=CC=CC=2)=O)=CC=1.[Pd].[Pd]. The product is [O:12]1[CH2:13][CH2:14][CH2:15][CH2:16][CH:11]1[N:7]1[C:8]2[C:4](=[CH:3][C:2]([NH:17][C@H:18]3[CH2:23][CH2:22][CH2:21][N:20]([C:24]([O:26][C:27]([CH3:30])([CH3:29])[CH3:28])=[O:25])[CH2:19]3)=[CH:10][CH:9]=2)[CH:5]=[N:6]1. The yield is 0.810. (4) The reactants are [CH:1]1([CH:6]([O:19][CH3:20])[C:7]2[CH:12]=[CH:11][C:10]([C:13]([F:16])([F:15])[F:14])=[CH:9][C:8]=2[CH2:17]O)[CH2:5][CH2:4][CH2:3][CH2:2]1.C(Br)(Br)(Br)[Br:22].C1(P(C2C=CC=CC=2)C2C=CC=CC=2)C=CC=CC=1. The catalyst is C(Cl)Cl. The product is [Br:22][CH2:17][C:8]1[CH:9]=[C:10]([C:13]([F:16])([F:15])[F:14])[CH:11]=[CH:12][C:7]=1[C@H:6]([CH:1]1[CH2:5][CH2:4][CH2:3][CH2:2]1)[O:19][CH3:20]. The yield is 0.820. (5) The reactants are CCOCC.[CH2:6]([Mg]Cl)[CH2:7][CH3:8].[C:11]([N:16]1[C@H:20]([C:21]2[CH:26]=[CH:25][CH:24]=[CH:23][CH:22]=2)[CH2:19][O:18][C:17]1=[O:27])(=[O:15])[CH:12]=[CH:13][CH3:14]. The catalyst is C1COCC1. The product is [CH3:14][C@H:13]([CH2:6][CH2:7][CH3:8])[CH2:12][C:11]([N:16]1[C@H:20]([C:21]2[CH:22]=[CH:23][CH:24]=[CH:25][CH:26]=2)[CH2:19][O:18][C:17]1=[O:27])=[O:15]. The yield is 1.00. (6) The reactants are [CH3:1][C:2]1[C:7]([CH2:8][O:9][C:10]2[CH:15]=[CH:14][C:13]([CH2:16][C:17]([OH:19])=O)=[CH:12][CH:11]=2)=[C:6]([CH3:20])[CH:5]=[CH:4][N:3]=1.[Cl:21][C:22]1[CH:27]=[CH:26][C:25]([CH:28]([C:30]2[CH:35]=[CH:34][CH:33]=[CH:32][CH:31]=2)[NH2:29])=[C:24]([CH3:36])[CH:23]=1. No catalyst specified. The product is [Cl:21][C:22]1[CH:27]=[CH:26][C:25]([CH:28]([C:30]2[CH:31]=[CH:32][CH:33]=[CH:34][CH:35]=2)[NH:29][C:17](=[O:19])[CH2:16][C:13]2[CH:12]=[CH:11][C:10]([O:9][CH2:8][C:7]3[C:2]([CH3:1])=[N:3][CH:4]=[CH:5][C:6]=3[CH3:20])=[CH:15][CH:14]=2)=[C:24]([CH3:36])[CH:23]=1. The yield is 0.140. (7) The reactants are Cl[CH2:2][C:3]1[CH:12]=[CH:11][C:6]2[O:7][CH2:8][CH2:9][O:10][C:5]=2[CH:4]=1.[C-:13]#[N:14].[Na+].O. The catalyst is CS(C)=O. The product is [O:7]1[CH2:8][CH2:9][O:10][C:5]2[CH:4]=[C:3]([CH2:2][C:13]#[N:14])[CH:12]=[CH:11][C:6]1=2. The yield is 0.860. (8) The reactants are [C:1]([C@@:18]1(C(O)=O)[CH2:22][C@@H:21]([NH2:23])[CH2:20][N:19]1[C:24]([O:26][C:27]([CH3:30])([CH3:29])[CH3:28])=[O:25])([O:3]CC1C2C(=CC=CC=2)C2C1=CC=CC=2)=[O:2]. The catalyst is C(#N)C.N1CCCC1. The product is [NH2:23][CH:21]1[CH2:20][N:19]([C:24]([O:26][C:27]([CH3:28])([CH3:29])[CH3:30])=[O:25])[CH:18]([C:1]([OH:3])=[O:2])[CH2:22]1. The yield is 0.400.